Dataset: Catalyst prediction with 721,799 reactions and 888 catalyst types from USPTO. Task: Predict which catalyst facilitates the given reaction. (1) Reactant: [H-].[Na+].[F:3][C:4]([F:21])([F:20])[C:5]([NH:7][CH2:8][CH2:9][C:10]1[CH:15]=[CH:14][CH:13]=[C:12]([C:16]([F:19])([F:18])[F:17])[CH:11]=1)=[O:6].Br[CH2:23][C:24]1[CH:29]=[CH:28][C:27]([C:30]2([C:33]#[N:34])[CH2:32][CH2:31]2)=[CH:26][CH:25]=1.O. Product: [C:33]([C:30]1([C:27]2[CH:26]=[CH:25][C:24]([CH2:23][N:7]([CH2:8][CH2:9][C:10]3[CH:15]=[CH:14][CH:13]=[C:12]([C:16]([F:19])([F:18])[F:17])[CH:11]=3)[C:5](=[O:6])[C:4]([F:20])([F:21])[F:3])=[CH:29][CH:28]=2)[CH2:31][CH2:32]1)#[N:34]. The catalyst class is: 3. (2) Reactant: [CH3:1][C:2]([CH3:9])([CH3:8])[C:3](=O)[CH2:4][C:5]#[N:6].[CH3:10][O:11][C:12]1[CH:17]=[CH:16][C:15]([NH:18][NH2:19])=[CH:14][CH:13]=1.CCCCC. Product: [C:2]([C:3]1[CH:4]=[C:5]([NH2:6])[N:18]([C:15]2[CH:16]=[CH:17][C:12]([O:11][CH3:10])=[CH:13][CH:14]=2)[N:19]=1)([CH3:9])([CH3:8])[CH3:1]. The catalyst class is: 212. (3) Reactant: [CH2:1]([O:8][CH2:9][CH:10]([OH:12])[CH3:11])[C:2]1[CH:7]=[CH:6][CH:5]=[CH:4][CH:3]=1.C(N(C(C)C)CC)(C)C.[CH3:22][S:23](Cl)(=[O:25])=[O:24]. Product: [CH3:22][S:23]([O:12][CH:10]([CH3:11])[CH2:9][O:8][CH2:1][C:2]1[CH:7]=[CH:6][CH:5]=[CH:4][CH:3]=1)(=[O:25])=[O:24]. The catalyst class is: 11. (4) Reactant: [CH2:1]([O:3][C:4](=[O:11])[CH2:5][CH:6](Br)[C:7](=O)[CH3:8])[CH3:2].C(N(CC)CC)C.[C:19]([SiH2:23][O:24][C:25]([C:39]1[CH:44]=[CH:43][CH:42]=[CH:41][CH:40]=1)([C:33]1[CH:38]=[CH:37][CH:36]=[CH:35][CH:34]=1)[C:26]1[CH:27]=[CH:28][C:29]([NH2:32])=[N:30][CH:31]=1)([CH3:22])([CH3:21])[CH3:20]. Product: [CH2:1]([O:3][C:4](=[O:11])[CH2:5][C:6]1[N:30]2[CH:31]=[C:26]([C:25]([C:33]3[CH:34]=[CH:35][CH:36]=[CH:37][CH:38]=3)([C:39]3[CH:40]=[CH:41][CH:42]=[CH:43][CH:44]=3)[O:24][SiH2:23][C:19]([CH3:22])([CH3:20])[CH3:21])[CH:27]=[CH:28][C:29]2=[N:32][C:7]=1[CH3:8])[CH3:2]. The catalyst class is: 32. (5) Reactant: [CH3:1][O:2][C:3]1([C:20]2[CH:25]=[CH:24][CH:23]=[CH:22][C:21]=2[CH3:26])[CH2:8][CH2:7][C:6]2[C:9]([CH2:18]O)=[CH:10][C:11]3[N:12]([CH3:17])[C:13]([CH3:16])=[N:14][C:15]=3[C:5]=2[O:4]1.S(Cl)([Cl:29])=O.C(=O)(O)[O-].[Na+]. Product: [Cl:29][CH2:18][C:9]1[C:6]2[CH2:7][CH2:8][C:3]([O:2][CH3:1])([C:20]3[CH:25]=[CH:24][CH:23]=[CH:22][C:21]=3[CH3:26])[O:4][C:5]=2[C:15]2[N:14]=[C:13]([CH3:16])[N:12]([CH3:17])[C:11]=2[CH:10]=1. The catalyst class is: 4. (6) Reactant: CN(C(ON1N=NC2C=CC=NC1=2)=[N+](C)C)C.F[P-](F)(F)(F)(F)F.[O:25]=[C:26]1[C:38]2[C:37]3[C:36]([C:39]([O:41][CH3:42])=[O:40])=[CH:35][CH:34]=[CH:33][C:32]=3[NH:31][C:30]=2[CH2:29][NH:28][CH2:27]1.[CH2:43]([O:50][C:51]([NH:53][C:54]([CH3:59])([CH3:58])[C:55](O)=[O:56])=[O:52])[C:44]1[CH:49]=[CH:48][CH:47]=[CH:46][CH:45]=1.C(N(C(C)C)CC)(C)C. Product: [CH2:43]([O:50][C:51]([NH:53][C:54]([CH3:59])([CH3:58])[C:55]([N:28]1[CH2:27][C:26](=[O:25])[C:38]2[C:37]3[C:36]([C:39]([O:41][CH3:42])=[O:40])=[CH:35][CH:34]=[CH:33][C:32]=3[NH:31][C:30]=2[CH2:29]1)=[O:56])=[O:52])[C:44]1[CH:49]=[CH:48][CH:47]=[CH:46][CH:45]=1. The catalyst class is: 3. (7) Reactant: B(Br)(Br)Br.[NH2:5][C:6]1[C:15]2[N:16]=[C:17]([CH2:31][O:32]CC)[N:18]([CH2:19][CH2:20][CH2:21][CH2:22][NH:23][C:24]([CH:26]3[CH2:30][CH2:29][CH2:28][CH2:27]3)=[O:25])[C:14]=2[C:13]2[CH:12]=[CH:11][CH:10]=[CH:9][C:8]=2[N:7]=1. Product: [NH2:5][C:6]1[C:15]2[N:16]=[C:17]([CH2:31][OH:32])[N:18]([CH2:19][CH2:20][CH2:21][CH2:22][NH:23][C:24]([CH:26]3[CH2:30][CH2:29][CH2:28][CH2:27]3)=[O:25])[C:14]=2[C:13]2[CH:12]=[CH:11][CH:10]=[CH:9][C:8]=2[N:7]=1. The catalyst class is: 4. (8) Reactant: [F:1][C:2]1[CH:3]=[C:4]([N:14]2[CH2:18][C@H:17]([CH2:19][NH:20][C:21](=[O:36])[CH2:22][CH2:23][C:24]([C:26]3[CH:35]=[CH:34][C:33]4[C:28](=[CH:29][CH:30]=[CH:31][CH:32]=4)[CH:27]=3)=[O:25])[O:16][C:15]2=[O:37])[CH:5]=[CH:6][C:7]=1[N:8]1[CH2:13][CH2:12][O:11][CH2:10][CH2:9]1.C1C=C(Cl)C=C(C(OO)=[O:46])C=1. Product: [F:1][C:2]1[CH:3]=[C:4]([N:14]2[CH2:18][C@@H:17]([CH2:19][NH+:20]([O-:46])[C:21](=[O:36])[CH2:22][CH2:23][C:24]([C:26]3[CH:35]=[CH:34][C:33]4[C:28](=[CH:29][CH:30]=[CH:31][CH:32]=4)[CH:27]=3)=[O:25])[O:16][C:15]2=[O:37])[CH:5]=[CH:6][C:7]=1[N:8]1[CH2:13][CH2:12][O:11][CH2:10][CH2:9]1. The catalyst class is: 4. (9) The catalyst class is: 40. Reactant: [ClH:1].CO[NH2:4].[F:5][C:6]([F:21])([F:20])[C:7]1[CH:8]=[C:9]([C:17](=O)[CH3:18])[CH:10]=[C:11]([C:13]([F:16])([F:15])[F:14])[CH:12]=1.C([O-])(=O)C.[Na+].Cl. Product: [ClH:1].[CH3:18][CH:17]([C:9]1[CH:8]=[C:7]([C:6]([F:21])([F:20])[F:5])[CH:12]=[C:11]([C:13]([F:16])([F:15])[F:14])[CH:10]=1)[NH2:4]. (10) Reactant: [N:1]#[C:2]Br.[NH2:4][C:5]1[C:14]2[C:9](=[CH:10][CH:11]=[CH:12][CH:13]=2)[CH:8]=[CH:7][CH:6]=1. Product: [C:5]1([NH:4][C:2]#[N:1])[C:14]2[C:9](=[CH:10][CH:11]=[CH:12][CH:13]=2)[CH:8]=[CH:7][CH:6]=1. The catalyst class is: 11.